Dataset: NCI-60 drug combinations with 297,098 pairs across 59 cell lines. Task: Regression. Given two drug SMILES strings and cell line genomic features, predict the synergy score measuring deviation from expected non-interaction effect. (1) Drug 1: CC1C(C(=O)NC(C(=O)N2CCCC2C(=O)N(CC(=O)N(C(C(=O)O1)C(C)C)C)C)C(C)C)NC(=O)C3=C4C(=C(C=C3)C)OC5=C(C(=O)C(=C(C5=N4)C(=O)NC6C(OC(=O)C(N(C(=O)CN(C(=O)C7CCCN7C(=O)C(NC6=O)C(C)C)C)C)C(C)C)C)N)C. Drug 2: C1=CC=C(C(=C1)C(C2=CC=C(C=C2)Cl)C(Cl)Cl)Cl. Cell line: CAKI-1. Synergy scores: CSS=12.0, Synergy_ZIP=-1.71, Synergy_Bliss=7.41, Synergy_Loewe=-15.3, Synergy_HSA=1.02. (2) Drug 1: COC1=NC(=NC2=C1N=CN2C3C(C(C(O3)CO)O)O)N. Drug 2: CN(CCCl)CCCl.Cl. Cell line: NCI-H522. Synergy scores: CSS=32.0, Synergy_ZIP=-2.42, Synergy_Bliss=-4.77, Synergy_Loewe=-17.7, Synergy_HSA=-0.929.